From a dataset of CYP1A2 inhibition data for predicting drug metabolism from PubChem BioAssay. Regression/Classification. Given a drug SMILES string, predict its absorption, distribution, metabolism, or excretion properties. Task type varies by dataset: regression for continuous measurements (e.g., permeability, clearance, half-life) or binary classification for categorical outcomes (e.g., BBB penetration, CYP inhibition). Dataset: cyp1a2_veith. (1) The molecule is COc1cccc(N(CC(=O)Nc2cccc(C(C)=O)c2)S(C)(=O)=O)c1. The result is 0 (non-inhibitor). (2) The molecule is COc1cc2nc(N3CCN(C(=O)[C@H]4COc5ccccc5O4)CC3)nc(N)c2cc1OC.CS(=O)(=O)O. The result is 0 (non-inhibitor). (3) The molecule is NCCNS(=O)(=O)c1cccc2c(Cl)cccc12. The result is 1 (inhibitor).